This data is from Full USPTO retrosynthesis dataset with 1.9M reactions from patents (1976-2016). The task is: Predict the reactants needed to synthesize the given product. Given the product [F:1][C:2]([F:7])([F:6])[C:3]([OH:5])=[O:4].[NH2:8][C:9]1[N:18]=[C:17]([NH:19][CH2:20][CH2:21][OH:22])[C:16]2[C:15]3[CH:23]=[CH:24][N:25]([CH3:26])[C:14]=3[C:13]([C:29]3[S:28][CH:32]=[CH:31][CH:30]=3)=[CH:12][C:11]=2[N:10]=1, predict the reactants needed to synthesize it. The reactants are: [F:1][C:2]([F:7])([F:6])[C:3]([OH:5])=[O:4].[NH2:8][C:9]1[N:18]=[C:17]([NH:19][CH2:20][CH2:21][OH:22])[C:16]2[C:15]3[CH:23]=[CH:24][N:25]([CH3:26])[C:14]=3[C:13](I)=[CH:12][C:11]=2[N:10]=1.[S:28]1[CH:32]=[CH:31][CH:30]=[C:29]1B(O)O.C(=O)(O)[O-].[Na+].